Dataset: Reaction yield outcomes from USPTO patents with 853,638 reactions. Task: Predict the reaction yield, written as a fraction of the theoretical maximum amount of product (1.0 means a 100% yield; for example, 0.34 means a 34% yield). (1) The reactants are [CH3:1][O:2][C:3]([C@H:5]1[CH2:10][N:9]([S:11]([C:14]2[N:15](S(C3C=CC=CC=3)(=O)=O)[C:16]3[C:21]([CH:22]=2)=[CH:20][C:19]([Cl:23])=[CH:18][CH:17]=3)(=[O:13])=[O:12])[CH2:8][C:7](=[O:33])[N:6]1[CH2:34][CH:35]1[CH2:40][CH2:39][N:38]([C:41]2[CH:46]=[CH:45][C:44](=[O:47])[N:43]([CH3:48])[N:42]=2)[CH2:37][CH2:36]1)=[O:4].[F-].C([N+](CCCC)(CCCC)CCCC)CCC. The catalyst is O1CCCC1. The product is [CH3:1][O:2][C:3]([C@H:5]1[CH2:10][N:9]([S:11]([C:14]2[NH:15][C:16]3[C:21]([CH:22]=2)=[CH:20][C:19]([Cl:23])=[CH:18][CH:17]=3)(=[O:12])=[O:13])[CH2:8][C:7](=[O:33])[N:6]1[CH2:34][CH:35]1[CH2:40][CH2:39][N:38]([C:41]2[CH:46]=[CH:45][C:44](=[O:47])[N:43]([CH3:48])[N:42]=2)[CH2:37][CH2:36]1)=[O:4]. The yield is 0.910. (2) The reactants are [CH3:1][O:2][C:3]1[CH:11]=[C:10]2[C:6]([CH2:7][CH2:8][C:9]2=[O:12])=[CH:5][CH:4]=1.[N:13](OCCC(C)C)=[O:14].Cl. The catalyst is CO. The product is [OH:14]/[N:13]=[C:8]1/[C:9](=[O:12])[C:10]2[C:6]([CH2:7]/1)=[CH:5][CH:4]=[C:3]([O:2][CH3:1])[CH:11]=2. The yield is 0.500. (3) The reactants are [C:1]([O:5][C:6](=[O:29])[NH:7][C:8]([CH3:28])([CH2:25][CH2:26][CH3:27])[CH2:9][NH:10][C:11]([C:13]1[C:14]([CH3:24])=[N:15][N:16]2[C:21]([OH:22])=[CH:20][C:19]([CH3:23])=[CH:18][C:17]=12)=[O:12])([CH3:4])([CH3:3])[CH3:2].C(=O)([O-])[O-].[Cs+].[Cs+].Br[CH2:37][CH2:38][CH:39]([C:44]([F:47])([F:46])[F:45])[C:40]([F:43])([F:42])[F:41]. The catalyst is CN(C=O)C. The product is [C:1]([O:5][C:6](=[O:29])[NH:7][C:8]([CH3:28])([CH2:25][CH2:26][CH3:27])[CH2:9][NH:10][C:11]([C:13]1[C:14]([CH3:24])=[N:15][N:16]2[C:21]([O:22][CH2:37][CH2:38][CH:39]([C:40]([F:41])([F:42])[F:43])[C:44]([F:45])([F:47])[F:46])=[CH:20][C:19]([CH3:23])=[CH:18][C:17]=12)=[O:12])([CH3:4])([CH3:3])[CH3:2]. The yield is 0.510. (4) The reactants are Br[C:2]1[N:7]=[CH:6][CH:5]=[CH:4][N:3]=1.[CH2:8]([O:15][C:16]1[CH:21]=[CH:20][C:19](B(O)O)=[CH:18][CH:17]=1)[C:9]1[CH:14]=[CH:13][CH:12]=[CH:11][CH:10]=1.C(=O)([O-])[O-].[Na+].[Na+]. The catalyst is O1CCOCC1.C1C=CC([P]([Pd]([P](C2C=CC=CC=2)(C2C=CC=CC=2)C2C=CC=CC=2)([P](C2C=CC=CC=2)(C2C=CC=CC=2)C2C=CC=CC=2)[P](C2C=CC=CC=2)(C2C=CC=CC=2)C2C=CC=CC=2)(C2C=CC=CC=2)C2C=CC=CC=2)=CC=1. The product is [CH2:8]([C:21]1[CH:20]=[C:19]([C:2]2[N:7]=[CH:6][CH:5]=[CH:4][N:3]=2)[CH:18]=[CH:17][C:16]=1[O:15][C:8]1[CH:9]=[CH:14][C:13]([C:2]2[N:7]=[CH:6][CH:5]=[CH:4][N:3]=2)=[CH:12][C:11]=1[CH2:10][C:17]1[CH:16]=[CH:21][CH:20]=[CH:19][CH:18]=1)[C:9]1[CH:10]=[CH:11][CH:12]=[CH:13][CH:14]=1. The yield is 0.880. (5) The reactants are [N:1]1[C:8](Cl)=[N:7][C:5](Cl)=[N:4][C:2]=1Cl.[F:10][C:11]1C=C(C=CC=1N)OC.CC[N:22]([CH:26]([CH3:28])[CH3:27])C(C)C.[CH:29]1([NH2:36])[CH2:35][CH2:34][CH2:33][CH2:32][CH2:31][CH2:30]1.[CH3:37][N:38]([CH3:42])[CH2:39][CH2:40][NH2:41].[C:43]([O:46][CH2:47][CH3:48])(=O)C. The catalyst is CC#N. The product is [CH:29]1([NH:36][C:2]2[N:4]=[C:5]([NH:41][CH2:40][CH2:39][N:38]([CH3:42])[CH3:37])[N:7]=[C:8]([NH:22][C:26]3[CH:27]=[CH:48][C:47]([O:46][CH3:43])=[C:11]([F:10])[CH:28]=3)[N:1]=2)[CH2:35][CH2:34][CH2:33][CH2:32][CH2:31][CH2:30]1. The yield is 0.280. (6) The reactants are C([O:8][C:9]1[CH:14]=[C:13]([O:15]CC2C=CC=CC=2)[C:12]([C:23]([CH3:25])=[CH2:24])=[CH:11][C:10]=1[C:26]([N:28]1[CH2:36][C:35]2[C:30](=[CH:31][CH:32]=[CH:33][C:34]=2[O:37][CH2:38][CH2:39][O:40][CH2:41][CH2:42][O:43][CH3:44])[CH2:29]1)=[O:27])C1C=CC=CC=1. The catalyst is CO.[Pd]. The product is [OH:8][C:9]1[CH:14]=[C:13]([OH:15])[C:12]([CH:23]([CH3:25])[CH3:24])=[CH:11][C:10]=1[C:26]([N:28]1[CH2:36][C:35]2[C:30](=[CH:31][CH:32]=[CH:33][C:34]=2[O:37][CH2:38][CH2:39][O:40][CH2:41][CH2:42][O:43][CH3:44])[CH2:29]1)=[O:27]. The yield is 0.160.